The task is: Predict which catalyst facilitates the given reaction.. This data is from Catalyst prediction with 721,799 reactions and 888 catalyst types from USPTO. (1) Reactant: F[C:2](F)(F)[C:3]([OH:5])=O.[N:8]1[C:13]2[CH:14]=[N:15][CH:16]=[CH:17][C:12]=2[C:11](=[O:18])[NH:10][CH:9]=1.[C:19]1([CH:25]([CH3:30])[CH2:26][C:27]([OH:29])=O)[CH:24]=[CH:23][CH:22]=[CH:21][CH:20]=1.[CH3:31][CH2:32][N:33](C(C)C)[CH:34](C)[CH3:35].CN(C(ON1N=NC2C=CC=NC1=2)=[N+](C)C)C.F[P-](F)(F)(F)(F)F. Product: [OH:5][C:3]1([CH2:2][N:10]2[C:11](=[O:18])[C:12]3[CH:17]=[CH:16][N:15]=[CH:14][C:13]=3[N:8]=[CH:9]2)[CH2:35][CH2:34][N:33]([C:27](=[O:29])[CH2:26][CH:25]([C:19]2[CH:20]=[CH:21][CH:22]=[CH:23][CH:24]=2)[CH3:30])[CH2:32][CH2:31]1. The catalyst class is: 4. (2) Reactant: [Br-].[CH2:2]([P+](C1C=CC=CC=1)(C1C=CC=CC=1)C1C=CC=CC=1)[CH2:3][CH2:4][CH2:5][CH3:6].[NH2-].[Na+].[OH:28][C:29]1[CH:46]=[CH:45][C:44]2[C@:43]3([CH:47]=O)[C@H:34]([C@H:35]4[C@@:39]([CH2:41][CH2:42]3)([CH3:40])[CH2:38][C@H:37]([OH:49])[CH2:36]4)[CH2:33][CH2:32][C:31]=2[CH:30]=1.CS(C)=O.O. Product: [CH:47]([C@:43]12[CH2:42][CH2:41][C@@:39]3([CH3:40])[C@@H:35]([CH2:36][C@@H:37]([OH:49])[CH2:38]3)[C@@H:34]1[CH2:33][CH2:32][C:31]1[CH:30]=[C:29]([OH:28])[CH:46]=[CH:45][C:44]2=1)=[CH:2][CH2:3][CH2:4][CH2:5][CH3:6]. The catalyst class is: 13. (3) The catalyst class is: 8. Reactant: [CH3:1][C@@:2]12[C@H:11]3[CH2:12][CH2:13][C@@:14]4([CH3:20])[C@H:18]([C@@H:10]3[CH2:9][CH:8]=[C:7]1[NH:6][C:5](=[O:21])[CH2:4][CH2:3]2)[CH2:17][CH2:16][C:15]4=O.O.[NH2:23][NH2:24]. Product: [N:23](=[C:15]1/[CH2:16][CH2:17][C@H:18]2[C@@H:10]3[C@@H:11]([C@:2]4([CH3:1])[C:7](=[CH:8][CH2:9]3)[NH:6][C:5](=[O:21])[CH2:4][CH2:3]4)[CH2:12][CH2:13][C@:14]/12[CH3:20])/[NH2:24]. (4) Reactant: [Cl:1][C:2]1[CH:7]=[CH:6][CH:5]=[CH:4][C:3]=1[C:8]1[C:9]([Cl:26])=[CH:10][C:11]([O:24][CH3:25])=[C:12]([NH:14][CH2:15][C:16]([N:18]2[CH2:23][CH2:22][NH:21][CH2:20][CH2:19]2)=[O:17])[CH:13]=1.CCN(CC)CC.[C:34](Cl)(=[O:37])[CH:35]=[CH2:36]. Product: [Cl:26][C:9]1[C:8]([C:3]2[CH:4]=[CH:5][CH:6]=[CH:7][C:2]=2[Cl:1])=[CH:13][C:12]([NH:14][CH2:15][C:16]([N:18]2[CH2:23][CH2:22][N:21]([C:34](=[O:37])[CH:35]=[CH2:36])[CH2:20][CH2:19]2)=[O:17])=[C:11]([O:24][CH3:25])[CH:10]=1. The catalyst class is: 2. (5) Product: [F:1][C:2]1[CH:3]=[C:4]([N:16]2[C:24]3[CH:23]=[CH:22][CH:21]=[C:20]([OH:25])[C:19]=3[C:18]([CH3:33])=[N:17]2)[CH:5]=[CH:6][C:7]=1[OH:8]. The catalyst class is: 153. Reactant: [F:1][C:2]1[CH:3]=[C:4]([N:16]2[C:24]3[C:19](=[C:20]([O:25]CC4C=CC=CC=4)[CH:21]=[CH:22][CH:23]=3)[C:18]([CH3:33])=[N:17]2)[CH:5]=[CH:6][C:7]=1[O:8]CC1C=CC=CC=1. (6) The catalyst class is: 869. Reactant: [C:1]1([C:7]2([OH:17])[CH2:16][CH2:15][C:10]3([O:14][CH2:13][CH2:12][O:11]3)[CH2:9][CH2:8]2)[CH:6]=[CH:5][CH:4]=[CH:3][CH:2]=1.I[CH3:19].[H-].[Na+].O. Product: [CH3:19][O:17][C:7]1([C:1]2[CH:6]=[CH:5][CH:4]=[CH:3][CH:2]=2)[CH2:16][CH2:15][C:10]2([O:14][CH2:13][CH2:12][O:11]2)[CH2:9][CH2:8]1.